From a dataset of Peptide-MHC class I binding affinity with 185,985 pairs from IEDB/IMGT. Regression. Given a peptide amino acid sequence and an MHC pseudo amino acid sequence, predict their binding affinity value. This is MHC class I binding data. (1) The peptide sequence is KPVDTSNSF. The MHC is HLA-B07:02 with pseudo-sequence HLA-B07:02. The binding affinity (normalized) is 0.720. (2) The peptide sequence is GLLGSLVGA. The MHC is HLA-A02:01 with pseudo-sequence HLA-A02:01. The binding affinity (normalized) is 0.880. (3) The peptide sequence is FLGKIWPSYK. The MHC is HLA-A26:01 with pseudo-sequence HLA-A26:01. The binding affinity (normalized) is 0. (4) The peptide sequence is NTDDFPLTL. The MHC is HLA-A26:01 with pseudo-sequence HLA-A26:01. The binding affinity (normalized) is 0.0847. (5) The peptide sequence is SWDNTSVDLY. The MHC is HLA-A26:01 with pseudo-sequence HLA-A26:01. The binding affinity (normalized) is 0. (6) The peptide sequence is KMAVEVGSIR. The MHC is HLA-A11:01 with pseudo-sequence HLA-A11:01. The binding affinity (normalized) is 0.0796. (7) The peptide sequence is ERWFVRNPF. The MHC is HLA-A02:19 with pseudo-sequence HLA-A02:19. The binding affinity (normalized) is 0.0847. (8) The peptide sequence is GVYGGLCLA. The MHC is HLA-A02:03 with pseudo-sequence HLA-A02:03. The binding affinity (normalized) is 0.936.